The task is: Predict the reactants needed to synthesize the given product.. This data is from Full USPTO retrosynthesis dataset with 1.9M reactions from patents (1976-2016). Given the product [NH3:6].[NH2:21][C:17]1[CH:16]=[C:15]([C:3]2([CH2:1][CH3:2])[CH2:8][CH2:7][N:6]([CH2:9][CH2:10][CH2:11][CH2:12][CH2:13][CH3:14])[CH2:5][CH2:4]2)[CH:20]=[CH:19][CH:18]=1, predict the reactants needed to synthesize it. The reactants are: [CH2:1]([C:3]1([C:15]2[CH:20]=[CH:19][CH:18]=[C:17]([N+:21]([O-])=O)[CH:16]=2)[CH2:8][CH2:7][N:6]([CH2:9][CH2:10][CH2:11][CH2:12][CH2:13][CH3:14])[CH2:5][CH2:4]1)[CH3:2].C(O)C.[Cl-].[Ca+2].[Cl-].